Dataset: Forward reaction prediction with 1.9M reactions from USPTO patents (1976-2016). Task: Predict the product of the given reaction. (1) Given the reactants [CH2:1]([C@@H:8]1[CH2:19][N:18]2[C:10]([C:11]3[NH:12][C:13]([CH:26]4[CH2:30][CH2:29][CH2:28][CH2:27]4)=[N:14][C:15]=3[N:16]([CH2:21][C:22]([O:24][CH3:25])=[O:23])[C:17]2=[O:20])=[N:9]1)[C:2]1[CH:7]=[CH:6][CH:5]=[CH:4][CH:3]=1.[CH2:31]([C@@H]1CN2C(C3NC(C4(O)CCCC4)=NC=3N(CCC)C2=O)=N1)[C:32]1[CH:37]=[CH:36][CH:35]=[CH:34][CH:33]=1, predict the reaction product. The product is: [CH2:31]([N:12]1[C:11]2[C:10]3=[N:9][C@H:8]([CH2:1][C:2]4[CH:7]=[CH:6][CH:5]=[CH:4][CH:3]=4)[CH2:19][N:18]3[C:17](=[O:20])[N:16]([CH2:21][C:22]([O:24][CH3:25])=[O:23])[C:15]=2[N:14]=[C:13]1[CH:26]1[CH2:27][CH2:28][CH2:29][CH2:30]1)[C:32]1[CH:37]=[CH:36][CH:35]=[CH:34][CH:33]=1.[CH2:1]([C@@H:8]1[CH2:19][N:18]2[C:10]([C:11]3[NH:12][C:13]([CH:26]4[CH2:27][CH2:28][CH2:29][CH2:30]4)=[N:14][C:15]=3[N:16]([CH2:21][C:22]([O:24][CH3:25])=[O:23])[C:17]2=[O:20])=[N:9]1)[C:2]1[CH:7]=[CH:6][CH:5]=[CH:4][CH:3]=1. (2) Given the reactants [C:1]([C:5]1[CH:6]=[N:7][CH:8]=[CH:9][CH:10]=1)(=O)[CH2:2][CH3:3].[ClH:11].[C:12]1([NH:18]N)[CH:17]=[CH:16][CH:15]=[CH:14][CH:13]=1.Cl, predict the reaction product. The product is: [ClH:11].[CH3:3][C:2]1[C:17]2[C:12](=[CH:13][CH:14]=[CH:15][CH:16]=2)[NH:18][C:1]=1[C:5]1[CH:6]=[N:7][CH:8]=[CH:9][CH:10]=1.